This data is from Full USPTO retrosynthesis dataset with 1.9M reactions from patents (1976-2016). The task is: Predict the reactants needed to synthesize the given product. Given the product [C:32]([C:31]1[C:26]([NH:25][C:14]([C:7]2[C:8]3[C:9](=[N:10][CH:11]=[CH:12][CH:13]=3)[N:5]([CH2:4][C:3]3[CH:17]=[CH:18][CH:19]=[CH:20][C:2]=3[F:1])[N:6]=2)=[O:16])=[N:27][CH:28]=[N:29][CH:30]=1)#[N:33], predict the reactants needed to synthesize it. The reactants are: [F:1][C:2]1[CH:20]=[CH:19][CH:18]=[CH:17][C:3]=1[CH2:4][N:5]1[C:9]2=[N:10][CH:11]=[CH:12][CH:13]=[C:8]2[C:7]([C:14]([OH:16])=O)=[N:6]1.S(Cl)(Cl)=O.[NH2:25][C:26]1[C:31]([C:32]#[N:33])=[CH:30][N:29]=[CH:28][N:27]=1.